Predict the reaction yield, written as a fraction of the theoretical maximum amount of product (1.0 means a 100% yield; for example, 0.34 means a 34% yield). From a dataset of Reaction yield outcomes from USPTO patents with 853,638 reactions. (1) The reactants are C[Si]([N-][Si](C)(C)C)(C)C.[K+].F[C:12]1[CH:17]=[CH:16][C:15]([O:18][CH3:19])=[CH:14][CH:13]=1.[C:20](#[N:24])[CH:21]([CH3:23])[CH3:22].Cl. The catalyst is O1CCCC1. The product is [CH3:19][O:18][C:15]1[CH:16]=[CH:17][C:12]([C:21]([CH3:23])([CH3:22])[C:20]#[N:24])=[CH:13][CH:14]=1. The yield is 0.520. (2) The reactants are [NH2:1][C:2]1[N:7]=[CH:6][C:5]([C:8]2[CH:9]=[CH:10][C:11]3[N:17]4[C:18]([CH3:21])=[N:19][N:20]=[C:16]4[CH:15]([CH3:22])[CH2:14][N:13]([C:23]4[CH:30]=[CH:29][C:26]([C:27]#[N:28])=[CH:25][CH:24]=4)[C:12]=3[CH:31]=2)=[CH:4][CH:3]=1.C1(P(C2C=CC=CC=2)C2C=CC=CC=2)C=CC=CC=1.C([OH:53])C.O. The catalyst is C(OCC)(=O)C.C(O[Pd]OC(=O)C)(=O)C. The product is [NH2:1][C:2]1[N:7]=[CH:6][C:5]([C:8]2[CH:9]=[CH:10][C:11]3[N:17]4[C:18]([CH3:21])=[N:19][N:20]=[C:16]4[CH:15]([CH3:22])[CH2:14][N:13]([C:23]4[CH:24]=[CH:25][C:26]([C:27]([NH2:28])=[O:53])=[CH:29][CH:30]=4)[C:12]=3[CH:31]=2)=[CH:4][CH:3]=1. The yield is 0.508. (3) The reactants are [H-].[Na+].C(OP([CH2:11][O:12][CH2:13][C:14]([O:16][CH3:17])=[O:15])(OCC)=O)C.[CH2:18]([O:22][C:23]1[CH:24]=[C:25]([CH:28]=[CH:29][C:30]=1[I:31])[CH:26]=O)[CH2:19][CH2:20][CH3:21].O. The catalyst is O1CCCC1.C(OCC)(=O)C. The product is [CH2:18]([O:22][C:23]1[CH:24]=[C:25](/[CH:26]=[C:13](\[O:12][CH3:11])/[C:14]([O:16][CH3:17])=[O:15])[CH:28]=[CH:29][C:30]=1[I:31])[CH2:19][CH2:20][CH3:21].[CH2:18]([O:22][C:23]1[CH:24]=[C:25](/[CH:26]=[C:13](/[O:12][CH3:11])\[C:14]([O-:16])=[O:15])[CH:28]=[CH:29][C:30]=1[I:31])[CH2:19][CH2:20][CH3:21]. The yield is 0.330. (4) The reactants are [ClH:1].[C:2](OC)(OC)(OC)[CH3:3].[NH2:10][C:11]1[C:12]([NH:29][CH3:30])=[N:13][C:14](Cl)=[CH:15][C:16]=1[NH:17][CH2:18][C:19]1[C:24]([CH3:25])=[CH:23][CH:22]=[CH:21][C:20]=1[CH2:26][CH3:27]. The catalyst is C(O)C. The product is [Cl:1][C:14]1[N:13]=[C:12]2[N:29]([CH3:30])[C:2]([CH3:3])=[N:10][C:11]2=[C:16]([NH:17][CH2:18][C:19]2[C:24]([CH3:25])=[CH:23][CH:22]=[CH:21][C:20]=2[CH2:26][CH3:27])[CH:15]=1. The yield is 0.620.